Dataset: Forward reaction prediction with 1.9M reactions from USPTO patents (1976-2016). Task: Predict the product of the given reaction. (1) Given the reactants C([NH:9][C:10]1[O:11][C@@H:12]2[C@H:14]([C@@:15]([C:18]3[CH:19]=[C:20]([NH:25][C:26]([C:28]4[CH:33]=[N:32][C:31]([O:34][CH3:35])=[CH:30][N:29]=4)=[O:27])[CH:21]=[CH:22][C:23]=3[F:24])([CH3:17])[N:16]=1)[CH2:13]2)(=O)C1C=CC=CC=1.N, predict the reaction product. The product is: [NH2:9][C:10]1[O:11][C@@H:12]2[C@H:14]([C@@:15]([C:18]3[CH:19]=[C:20]([NH:25][C:26]([C:28]4[CH:33]=[N:32][C:31]([O:34][CH3:35])=[CH:30][N:29]=4)=[O:27])[CH:21]=[CH:22][C:23]=3[F:24])([CH3:17])[N:16]=1)[CH2:13]2. (2) Given the reactants [CH3:1][NH:2][C@H:3]([C:14]([NH:16][C@H:17]([C:22]([N:24]([C@@H:26]([CH:35]([CH3:37])[CH3:36])/[CH:27]=[C:28](\[CH3:34])/[C:29]([O:31]CC)=[O:30])[CH3:25])=[O:23])[C:18]([CH3:21])([CH3:20])[CH3:19])=[O:15])[C:4]([CH3:13])([CH3:12])[C:5]1[CH:10]=[CH:9][CH:8]=[CH:7][C:6]=1[CH3:11].[OH-].[Li+], predict the reaction product. The product is: [CH3:1][NH:2][C@H:3]([C:14]([NH:16][C@H:17]([C:22]([N:24]([C@@H:26]([CH:35]([CH3:37])[CH3:36])/[CH:27]=[C:28](/[C:29]([OH:31])=[O:30])\[CH3:34])[CH3:25])=[O:23])[C:18]([CH3:21])([CH3:20])[CH3:19])=[O:15])[C:4]([CH3:13])([CH3:12])[C:5]1[CH:10]=[CH:9][CH:8]=[CH:7][C:6]=1[CH3:11]. (3) Given the reactants [CH:1]([O:4][C:5]1[CH:10]=[C:9]([N+:11]([O-])=O)[CH:8]=[CH:7][C:6]=1[N:14]1[CH2:19][CH2:18][N:17]([CH3:20])[CH2:16][CH2:15]1)([CH3:3])[CH3:2], predict the reaction product. The product is: [CH:1]([O:4][C:5]1[CH:10]=[C:9]([NH2:11])[CH:8]=[CH:7][C:6]=1[N:14]1[CH2:19][CH2:18][N:17]([CH3:20])[CH2:16][CH2:15]1)([CH3:3])[CH3:2]. (4) Given the reactants [F:1][C:2]1[CH:3]=[CH:4][C:5]([C:8]2[C:12](/[CH:13]=[CH:14]/[C:15]3[S:16][C:17]([C:20]([OH:22])=O)=[CH:18][N:19]=3)=[C:11]([CH3:23])[O:10][N:9]=2)=[N:6][CH:7]=1.[NH:24]1[CH2:29][CH2:28][S:27][CH2:26][CH2:25]1, predict the reaction product. The product is: [F:1][C:2]1[CH:3]=[CH:4][C:5]([C:8]2[C:12](/[CH:13]=[CH:14]/[C:15]3[S:16][C:17]([C:20]([N:24]4[CH2:29][CH2:28][S:27][CH2:26][CH2:25]4)=[O:22])=[CH:18][N:19]=3)=[C:11]([CH3:23])[O:10][N:9]=2)=[N:6][CH:7]=1. (5) Given the reactants [F:1][C:2]1[CH:7]=[CH:6][C:5]([C:8]2[CH2:9][CH2:10][N:11]([C:14]([O:16][C:17]([CH3:20])([CH3:19])[CH3:18])=[O:15])[CH2:12][CH:13]=2)=[CH:4][C:3]=1[C:21]([O:23][CH3:24])=[O:22].[H][H], predict the reaction product. The product is: [F:1][C:2]1[CH:7]=[CH:6][C:5]([CH:8]2[CH2:9][CH2:10][N:11]([C:14]([O:16][C:17]([CH3:20])([CH3:19])[CH3:18])=[O:15])[CH2:12][CH2:13]2)=[CH:4][C:3]=1[C:21]([O:23][CH3:24])=[O:22]. (6) Given the reactants Br[C:2]1[CH:34]=[CH:33][C:5]([CH2:6][N:7]2[C:11]3[CH:12]=[C:13]([O:16][CH2:17][C:18]4[CH:22]=[CH:21][N:20]([CH3:23])[N:19]=4)[CH:14]=[CH:15][C:10]=3[N:9]=[C:8]2[CH2:24][C:25]([CH2:31][CH3:32])([CH2:29][CH3:30])[C:26]([OH:28])=[O:27])=[CH:4][CH:3]=1.[F:35][C:36]1([F:42])[CH2:41][CH2:40][CH2:39][NH:38][CH2:37]1, predict the reaction product. The product is: [F:35][C:36]1([F:42])[CH2:41][CH2:40][CH2:39][N:38]([C:2]2[CH:34]=[CH:33][C:5]([CH2:6][N:7]3[C:11]4[CH:12]=[C:13]([O:16][CH2:17][C:18]5[CH:22]=[CH:21][N:20]([CH3:23])[N:19]=5)[CH:14]=[CH:15][C:10]=4[N:9]=[C:8]3[CH2:24][C:25]([CH2:31][CH3:32])([CH2:29][CH3:30])[C:26]([OH:28])=[O:27])=[CH:4][CH:3]=2)[CH2:37]1.